Dataset: Full USPTO retrosynthesis dataset with 1.9M reactions from patents (1976-2016). Task: Predict the reactants needed to synthesize the given product. (1) Given the product [F:42][C:34]1[CH:35]=[C:36]([O:40][CH3:41])[C:37]([F:39])=[CH:38][C:33]=1[C@H:17]([NH:16][C:2]1[C:3]2[N:11]=[CH:10][CH:9]=[C:8]([C:12]([NH2:14])=[O:13])[C:4]=2[N:5]=[CH:6][N:7]=1)[CH2:18][NH:19][CH3:32], predict the reactants needed to synthesize it. The reactants are: O[C:2]1[C:3]2[N:11]=[CH:10][CH:9]=[C:8]([C:12]([NH2:14])=[O:13])[C:4]=2[N:5]=[CH:6][N:7]=1.Cl.[NH2:16][C@@H:17]([C:33]1[CH:38]=[C:37]([F:39])[C:36]([O:40][CH3:41])=[CH:35][C:34]=1[F:42])[CH2:18][N:19]([CH3:32])S(C1C=CC([N+]([O-])=O)=CC=1)(=O)=O. (2) Given the product [N:36]1[CH:37]=[CH:38][N:39]=[CH:40][C:35]=1[O:1][CH2:2][CH2:3][O:4][C:5]1[CH:10]=[CH:9][C:8]([N:11]2[C:15]3[CH:16]=[CH:17][C:18]([C:20]([NH:22][CH2:23][C:24]4[CH:25]=[N:26][CH:27]=[CH:28][CH:29]=4)=[O:21])=[CH:19][C:14]=3[N:13]=[CH:12]2)=[CH:7][CH:6]=1, predict the reactants needed to synthesize it. The reactants are: [OH:1][CH2:2][CH2:3][O:4][C:5]1[CH:10]=[CH:9][C:8]([N:11]2[C:15]3[CH:16]=[CH:17][C:18]([C:20]([NH:22][CH2:23][C:24]4[CH:25]=[N:26][CH:27]=[CH:28][CH:29]=4)=[O:21])=[CH:19][C:14]=3[N:13]=[CH:12]2)=[CH:7][CH:6]=1.[H-].[Na+].[H][H].Cl[C:35]1[CH:40]=[N:39][CH:38]=[CH:37][N:36]=1.